Task: Predict which catalyst facilitates the given reaction.. Dataset: Catalyst prediction with 721,799 reactions and 888 catalyst types from USPTO Reactant: [CH2:1]([N:8]1[CH2:13][CH2:12][NH:11][C@@H:10]([CH2:14][C:15]2[CH:20]=[CH:19][CH:18]=[CH:17][CH:16]=2)[CH2:9]1)[C:2]1[CH:7]=[CH:6][CH:5]=[CH:4][CH:3]=1.Br[C:22]1[CH:27]=[CH:26][C:25]([C:28]([OH:34])([CH3:33])[C:29]([F:32])([F:31])[F:30])=[CH:24][CH:23]=1.C1(P(C2CCCCC2)C2C=CC=CC=2C2C(OC(C)C)=CC=CC=2OC(C)C)CCCCC1.CC(C)([O-])C.[Na+]. Product: [CH2:14]([C@H:10]1[CH2:9][N:8]([CH2:1][C:2]2[CH:3]=[CH:4][CH:5]=[CH:6][CH:7]=2)[CH2:13][CH2:12][N:11]1[C:22]1[CH:27]=[CH:26][C:25]([C:28]([OH:34])([CH3:33])[C:29]([F:31])([F:32])[F:30])=[CH:24][CH:23]=1)[C:15]1[CH:20]=[CH:19][CH:18]=[CH:17][CH:16]=1. The catalyst class is: 101.